This data is from Reaction yield outcomes from USPTO patents with 853,638 reactions. The task is: Predict the reaction yield, written as a fraction of the theoretical maximum amount of product (1.0 means a 100% yield; for example, 0.34 means a 34% yield). (1) The reactants are Cl[C:2]1[CH:7]=[C:6]([C:8]2[N:13]=[C:12]([C:14]3[CH:19]=[CH:18][CH:17]=[CH:16][CH:15]=3)[CH:11]=[C:10]([C:20]3[CH:25]=[CH:24][CH:23]=[CH:22][CH:21]=3)[N:9]=2)[N:5]=[C:4]([C:26]2[N:31]=[C:30]([C:32]3[CH:37]=[CH:36][CH:35]=[CH:34][CH:33]=3)[CH:29]=[C:28]([C:38]3[CH:43]=[CH:42][CH:41]=[CH:40][CH:39]=3)[N:27]=2)[CH:3]=1.[C:44]1(B(O)O)[C:57]2[C:58]3=[C:59]4[C:54](=[CH:55][CH:56]=2)[CH:53]=[CH:52][CH:51]=[C:50]4[CH:49]=[CH:48][C:47]3=[CH:46][CH:45]=1.P([O-])([O-])([O-])=O.[K+].[K+].[K+].C1(P(C2CCCCC2)C2C=CC=CC=2C2C(OC)=CC=CC=2OC)CCCCC1. The catalyst is C([O-])(=O)C.[Pd+2].C([O-])(=O)C.C1(C)C=CC=CC=1. The product is [C:51]1([C:2]2[CH:3]=[C:4]([C:26]3[N:31]=[C:30]([C:32]4[CH:33]=[CH:34][CH:35]=[CH:36][CH:37]=4)[CH:29]=[C:28]([C:38]4[CH:39]=[CH:40][CH:41]=[CH:42][CH:43]=4)[N:27]=3)[N:5]=[C:6]([C:8]3[N:13]=[C:12]([C:14]4[CH:15]=[CH:16][CH:17]=[CH:18][CH:19]=4)[CH:11]=[C:10]([C:20]4[CH:21]=[CH:22][CH:23]=[CH:24][CH:25]=4)[N:9]=3)[CH:7]=2)[C:50]2[C:59]3=[C:58]4[C:47](=[CH:48][CH:49]=2)[CH:46]=[CH:45][CH:44]=[C:57]4[CH:56]=[CH:55][C:54]3=[CH:53][CH:52]=1. The yield is 0.300. (2) The catalyst is C(O)(C(F)(F)F)=O.C(Cl)Cl. The reactants are C(OC([N:8]1[CH2:13][CH2:12][CH2:11][C@@H:10]([O:14][Si:15]([C:18]([CH3:21])([CH3:20])[CH3:19])([CH3:17])[CH3:16])[C@H:9]1[CH2:22][NH:23][C:24]1[CH:29]=[CH:28][C:27]([C:30]#[N:31])=[C:26]([Cl:32])[C:25]=1[CH3:33])=O)(C)(C)C. The product is [Si:15]([O:14][C@@H:10]1[CH2:11][CH2:12][CH2:13][NH:8][C@H:9]1[CH2:22][NH:23][C:24]1[CH:29]=[CH:28][C:27]([C:30]#[N:31])=[C:26]([Cl:32])[C:25]=1[CH3:33])([C:18]([CH3:21])([CH3:20])[CH3:19])([CH3:16])[CH3:17]. The yield is 0.890. (3) The reactants are [Si:1]([O:8][C:9]1([C:15]([O:17][CH2:18][CH3:19])=[O:16])[CH2:11][CH:10]1C(O)=O)([C:4]([CH3:7])([CH3:6])[CH3:5])([CH3:3])[CH3:2].CC[N:22]([CH:26](C)C)C(C)C.C1C=CC(P(N=[N+]=[N-])(C2C=CC=CC=2)=[O:36])=CC=1.[CH2:46]([OH:53])[C:47]1[CH:52]=[CH:51][CH:50]=[CH:49][CH:48]=1. The catalyst is C1(C)C=CC=CC=1.C(OCC)(=O)C. The product is [CH2:18]([O:17][C:15]([C:9]1([O:8][Si:1]([C:4]([CH3:5])([CH3:6])[CH3:7])([CH3:2])[CH3:3])[CH2:11][CH:10]1[NH:22][C:26]([O:53][CH2:46][C:47]1[CH:52]=[CH:51][CH:50]=[CH:49][CH:48]=1)=[O:36])=[O:16])[CH3:19]. The yield is 0.300. (4) The reactants are [CH3:1][C:2]1[N:3]=[CH:4][NH:5][C:6]=1[C:7]([O:9][CH2:10][CH3:11])=[O:8].[Br:12]N1C(=O)CCC1=O. The catalyst is C(#N)C.C(Cl)(Cl)Cl. The product is [Br:12][C:4]1[NH:5][C:6]([C:7]([O:9][CH2:10][CH3:11])=[O:8])=[C:2]([CH3:1])[N:3]=1. The yield is 0.620. (5) The yield is 0.893. The catalyst is C1COCC1. The product is [CH3:1][O:2][C:3]([C:5]1[S:6][C:7]([C:13](=[O:15])[CH2:14][C:25]([C:19]2[CH:20]=[C:21]([Cl:24])[C:22]([F:23])=[C:17]([Cl:16])[CH:18]=2)([OH:30])[C:26]([F:28])([F:27])[F:29])=[C:8]2[CH2:12][CH2:11][CH2:10][C:9]=12)=[O:4]. The reactants are [CH3:1][O:2][C:3]([C:5]1[S:6][C:7]([C:13](=[O:15])[CH3:14])=[C:8]2[CH2:12][CH2:11][CH2:10][C:9]=12)=[O:4].[Cl:16][C:17]1[CH:18]=[C:19]([C:25](=[O:30])[C:26]([F:29])([F:28])[F:27])[CH:20]=[C:21]([Cl:24])[C:22]=1[F:23]. (6) The reactants are [I:1][C:2]1[C:10]2[C:5](=[N:6][CH:7]=[CH:8][CH:9]=2)[NH:4][CH:3]=1.[H-].[Na+].[CH:13]([Si:16](Cl)([CH:20]([CH3:22])[CH3:21])[CH:17]([CH3:19])[CH3:18])([CH3:15])[CH3:14].O. The catalyst is CN(C)C=O. The product is [I:1][C:2]1[C:10]2[C:5](=[N:6][CH:7]=[CH:8][CH:9]=2)[N:4]([Si:16]([CH:20]([CH3:22])[CH3:21])([CH:17]([CH3:19])[CH3:18])[CH:13]([CH3:15])[CH3:14])[CH:3]=1. The yield is 0.982. (7) The reactants are [Cl:1][C:2]1[CH:3]=[CH:4][C:5]2[N:6]([C:8]([CH2:18][C:19]3[C:23]([CH3:24])=[N:22][NH:21][N:20]=3)=[C:9]([C:11]3[CH:16]=[CH:15][C:14]([Cl:17])=[CH:13][CH:12]=3)[N:10]=2)[CH:7]=1.[C:25](=O)([O-])[O-].[K+].[K+].CI.C(I)C. The catalyst is CN(C=O)C.C1COCC1.O.C(OCC)(=O)C. The product is [Cl:1][C:2]1[CH:3]=[CH:4][C:5]2[N:6]([C:8]([CH2:18][C:19]3[C:23]([CH3:24])=[N:22][N:21]([CH3:25])[N:20]=3)=[C:9]([C:11]3[CH:12]=[CH:13][C:14]([Cl:17])=[CH:15][CH:16]=3)[N:10]=2)[CH:7]=1. The yield is 0.260. (8) The product is [Cl:8][C:5]1[CH:6]=[CH:7][C:2]([CH:15]([C:16]2[CH:21]=[CH:20][CH:19]=[CH:18][CH:17]=2)[OH:22])=[C:3]([CH3:9])[CH:4]=1. The catalyst is C1COCC1. The yield is 0.690. The reactants are Br[C:2]1[CH:7]=[CH:6][C:5]([Cl:8])=[CH:4][C:3]=1[CH3:9].[Li]CCCC.[CH:15](=[O:22])[C:16]1[CH:21]=[CH:20][CH:19]=[CH:18][CH:17]=1.[NH4+].[Cl-]. (9) The reactants are [BH4-].[Na+].[O:3]=[C:4]1[CH2:18][C@@H:7]2[CH2:8][N:9]([C:11]([O:13][C:14]([CH3:17])([CH3:16])[CH3:15])=[O:12])[CH2:10][C@@H:6]2[CH2:5]1. The catalyst is CO. The product is [OH:3][CH:4]1[CH2:18][C@@H:7]2[CH2:8][N:9]([C:11]([O:13][C:14]([CH3:16])([CH3:15])[CH3:17])=[O:12])[CH2:10][C@@H:6]2[CH2:5]1. The yield is 0.980. (10) The reactants are [Br:1][C:2]1[CH:7]=[CH:6][C:5]([C@@H:8]2[CH2:12][CH2:11][C:10](=[O:13])[CH2:9]2)=[CH:4][CH:3]=1.[H-].C([Al+]CC(C)C)C(C)C.[C@H](O)(C([O-])=O)[C@@H](O)C([O-])=O.[Na+].[K+].Cl. The catalyst is C(Cl)Cl. The product is [Br:1][C:2]1[CH:3]=[CH:4][C:5]([C@H:8]2[CH2:12][CH2:11][CH:10]([OH:13])[CH2:9]2)=[CH:6][CH:7]=1. The yield is 1.00.